The task is: Predict the reactants needed to synthesize the given product.. This data is from Full USPTO retrosynthesis dataset with 1.9M reactions from patents (1976-2016). (1) Given the product [OH:35][CH2:34][CH2:36][NH:37][C:4]([C:6]1[C:7]2[S:15][CH:14]=[C:13]([CH2:16][O:17][C:18]3[CH:23]=[CH:22][CH:21]=[C:20]([S:24]([CH2:27][C:28]4[CH:33]=[CH:32][CH:31]=[CH:30][CH:29]=4)(=[O:25])=[O:26])[CH:19]=3)[C:8]=2[C:9]([NH2:12])=[N:10][CH:11]=1)=[O:5], predict the reactants needed to synthesize it. The reactants are: C(O[C:4]([C:6]1[C:7]2[S:15][CH:14]=[C:13]([CH2:16][O:17][C:18]3[CH:23]=[CH:22][CH:21]=[C:20]([S:24]([CH2:27][C:28]4[CH:33]=[CH:32][CH:31]=[CH:30][CH:29]=4)(=[O:26])=[O:25])[CH:19]=3)[C:8]=2[C:9]([NH2:12])=[N:10][CH:11]=1)=[O:5])C.[CH2:34]([CH2:36][NH2:37])[OH:35]. (2) Given the product [Cl:14][C:15]1[C:20]([NH:21][C:22](=[O:27])[C:23]([CH3:24])([CH3:25])[CH3:26])=[CH:19][CH:18]=[C:17]([C:28]2[S:13][C:3]3[CH:4]=[C:5]([O:8][CH2:9][O:10][CH2:11][CH3:12])[CH:6]=[CH:7][C:2]=3[N:1]=2)[N:16]=1, predict the reactants needed to synthesize it. The reactants are: [NH2:1][C:2]1[CH:7]=[CH:6][C:5]([O:8][CH2:9][O:10][CH2:11][CH3:12])=[CH:4][C:3]=1[SH:13].[Cl:14][C:15]1[C:20]([NH:21][C:22](=[O:27])[C:23]([CH3:26])([CH3:25])[CH3:24])=[CH:19][CH:18]=[C:17]([CH:28]=O)[N:16]=1.C(OCC)(=O)C. (3) The reactants are: C[O:2][C:3](=[O:39])[C:4]1[CH:9]=[CH:8][C:7]([O:10][C:11]2[CH:16]=[CH:15][C:14]([N:17]([CH:28]3[CH2:33][CH2:32][N:31]([CH:34]([CH3:38])[CH2:35][CH2:36][NH2:37])[CH2:30][CH2:29]3)[CH2:18][C:19]3[CH:24]=[C:23]([C:25]#[N:26])[CH:22]=[CH:21][C:20]=3[F:27])=[CH:13][CH:12]=2)=[CH:6][CH:5]=1.[CH3:40][C:41]1[C:46]([C:47]([OH:49])=O)=[C:45]([CH3:50])[N:44]=[CH:43][N:42]=1. Given the product [C:25]([C:23]1[CH:22]=[CH:21][C:20]([F:27])=[C:19]([CH:24]=1)[CH2:18][N:17]([CH:28]1[CH2:29][CH2:30][N:31]([CH:34]([CH3:38])[CH2:35][CH2:36][NH:37][C:47]([C:46]2[C:41]([CH3:40])=[N:42][CH:43]=[N:44][C:45]=2[CH3:50])=[O:49])[CH2:32][CH2:33]1)[C:14]1[CH:13]=[CH:12][C:11]([O:10][C:7]2[CH:6]=[CH:5][C:4]([C:3]([OH:39])=[O:2])=[CH:9][CH:8]=2)=[CH:16][CH:15]=1)#[N:26], predict the reactants needed to synthesize it. (4) Given the product [ClH:1].[N:2]12[CH2:11][CH:6]3[CH2:7][CH:8]([CH2:10][CH:4]([C@H:5]3[NH:12][C:22]([C:20]3[CH:19]=[CH:18][C:17]4=[N:13][S:14][N:15]=[C:16]4[CH:21]=3)=[O:23])[CH2:3]1)[CH2:9]2, predict the reactants needed to synthesize it. The reactants are: [ClH:1].[N:2]12[CH2:11][CH:6]3[CH2:7][CH:8]([CH2:10][CH:4]([C@H:5]3[NH2:12])[CH2:3]1)[CH2:9]2.[N:13]1[S:14][N:15]=[C:16]2[CH:21]=[C:20]([C:22](O)=[O:23])[CH:19]=[CH:18][C:17]=12.N. (5) Given the product [Br:7][C:6]1[CH:5]=[N:4][N:3]([CH3:8])[C:2]=1[NH:1][C:14](=[O:15])[C:13]1[CH:17]=[CH:18][C:10]([I:9])=[CH:11][CH:12]=1, predict the reactants needed to synthesize it. The reactants are: [NH2:1][C:2]1[N:3]([CH3:8])[N:4]=[CH:5][C:6]=1[Br:7].[I:9][C:10]1[CH:18]=[CH:17][C:13]([C:14](Cl)=[O:15])=[CH:12][CH:11]=1.N1C=CC=CC=1. (6) Given the product [C:22]([O:21][C:19]([N:26]1[CH2:31][CH2:30][N:29]([C:8]2[CH:9]=[C:10]3[C:5]([CH:4]=[CH:3][N:2]=[CH:1]3)=[CH:6][CH:7]=2)[CH2:28][CH2:27]1)=[O:20])([CH3:25])([CH3:23])[CH3:24], predict the reactants needed to synthesize it. The reactants are: [CH:1]1[C:10]2[C:5](=[CH:6][CH:7]=[C:8](OS(C(F)(F)F)(=O)=O)[CH:9]=2)[CH:4]=[CH:3][N:2]=1.[C:19]([N:26]1[CH2:31][CH2:30][NH:29][CH2:28][CH2:27]1)([O:21][C:22]([CH3:25])([CH3:24])[CH3:23])=[O:20].